Predict the reactants needed to synthesize the given product. From a dataset of Full USPTO retrosynthesis dataset with 1.9M reactions from patents (1976-2016). (1) Given the product [CH:14]([C@H:13]1[CH2:9][O:8][C:6]([C:5]2[CH:10]=[CH:11][C:2]([OH:1])=[CH:3][CH:4]=2)=[N:12]1)([CH3:16])[CH3:15], predict the reactants needed to synthesize it. The reactants are: [OH:1][C:2]1[CH:11]=[CH:10][C:5]([C:6]([O:8][CH3:9])=O)=[CH:4][CH:3]=1.[NH2:12][C@H:13](CO)[CH:14]([CH3:16])[CH3:15]. (2) Given the product [F:12][C:13]([C:14]1[CH:15]=[C:16]([NH2:17])[N:10]([C:4]2[CH:3]=[CH:8][C:7]([O:27][CH3:23])=[CH:6][CH:5]=2)[N:11]=1)([F:20])[CH3:19], predict the reactants needed to synthesize it. The reactants are: Cl.C[C:3]1[CH:8]=[C:7](C)[CH:6]=[CH:5][C:4]=1[NH:10][NH2:11].[F:12][C:13]([F:20])([CH3:19])[C:14](=O)[CH2:15][C:16]#[N:17].CC(C)(C)[C:23](=[O:27])CC#N.